The task is: Predict the product of the given reaction.. This data is from Forward reaction prediction with 1.9M reactions from USPTO patents (1976-2016). (1) Given the reactants [Cl:1][C:2]1[CH:7]=[CH:6][CH:5]=[CH:4][C:3]=1[CH:8]([O:10][C:11](=[O:34])[NH:12][C:13]1[C:14]([CH3:33])=[N:15][O:16][C:17]=1[C:18]1[CH:23]=[CH:22][C:21](B2OC(C)(C)C(C)(C)O2)=[CH:20][CH:19]=1)[CH3:9].[CH2:35]([O:37][C:38]([CH:40]1[CH2:45][CH2:44][C:43](OS(C(F)(F)F)(=O)=O)=[CH:42][CH2:41]1)=[O:39])[CH3:36], predict the reaction product. The product is: [CH2:35]([O:37][C:38]([CH:40]1[CH2:45][CH2:44][C:43]([C:21]2[CH:20]=[CH:19][C:18]([C:17]3[O:16][N:15]=[C:14]([CH3:33])[C:13]=3[NH:12][C:11]([O:10][CH:8]([C:3]3[CH:4]=[CH:5][CH:6]=[CH:7][C:2]=3[Cl:1])[CH3:9])=[O:34])=[CH:23][CH:22]=2)=[CH:42][CH2:41]1)=[O:39])[CH3:36]. (2) The product is: [C:1]([O:5][C:6](=[O:16])[N:7]([C:9]1[CH:10]=[CH:11][C:12]([O:15][CH2:22][CH2:21][CH2:20][CH2:19][CH2:18][Br:17])=[CH:13][CH:14]=1)[CH3:8])([CH3:4])([CH3:2])[CH3:3]. Given the reactants [C:1]([O:5][C:6](=[O:16])[N:7]([C:9]1[CH:14]=[CH:13][C:12]([OH:15])=[CH:11][CH:10]=1)[CH3:8])([CH3:4])([CH3:3])[CH3:2].[Br:17][CH2:18][CH2:19][CH2:20][CH:21](Br)[CH3:22], predict the reaction product. (3) Given the reactants [Cl:1][C:2]1[S:6][C:5]([C:7]2[CH:14]=[CH:13][C:10]([C:11]#[N:12])=[C:9](F)[CH:8]=2)=[CH:4][CH:3]=1.Br.[CH:17]1([CH2:20][S:21]C(=N)N)[CH2:19][CH2:18]1, predict the reaction product. The product is: [Cl:1][C:2]1[S:6][C:5]([C:7]2[CH:14]=[CH:13][C:10]([C:11]#[N:12])=[C:9]([S:21][CH2:20][CH:17]3[CH2:19][CH2:18]3)[CH:8]=2)=[CH:4][CH:3]=1. (4) The product is: [CH3:1][O:2][CH2:3][CH2:4][N:5]1[CH:14]([C:15]2[S:16][CH:17]=[CH:18][CH:19]=2)[CH:13]([C:20]([NH:22][C:23]2[CH:31]=[CH:30][C:26]([C:27](=[O:29])[NH:34][CH3:33])=[CH:25][CH:24]=2)=[O:21])[C:12]2[C:7](=[CH:8][CH:9]=[CH:10][CH:11]=2)[C:6]1=[O:32]. Given the reactants [CH3:1][O:2][CH2:3][CH2:4][N:5]1[CH:14]([C:15]2[S:16][CH:17]=[CH:18][CH:19]=2)[CH:13]([C:20]([NH:22][C:23]2[CH:31]=[CH:30][C:26]([C:27]([OH:29])=O)=[CH:25][CH:24]=2)=[O:21])[C:12]2[C:7](=[CH:8][CH:9]=[CH:10][CH:11]=2)[C:6]1=[O:32].[CH3:33][N:34](C(ON1N=NC2C=CC=NC1=2)=[N+](C)C)C.F[P-](F)(F)(F)(F)F.C(N(C(C)C)CC)(C)C.CN, predict the reaction product. (5) Given the reactants [Cl:1][C:2]1[C:3]([O:12][CH3:13])=[C:4]([CH2:8][C:9]([OH:11])=O)[CH:5]=[CH:6][CH:7]=1.[CH2:14]([N:18]1[C:26]2[N:25]=[C:24]([Cl:27])[NH:23][C:22]=2[C:21](=[O:28])[N:20]([CH2:29][CH2:30][CH2:31]/[C:32](=[N:35]/[H])/[NH:33]O)[C:19]1=[O:37])[CH2:15][CH2:16][CH3:17], predict the reaction product. The product is: [CH2:14]([N:18]1[C:26]2[N:25]=[C:24]([Cl:27])[NH:23][C:22]=2[C:21](=[O:28])[N:20]([CH2:29][CH2:30][CH2:31][C:32]2[N:33]=[C:9]([CH2:8][C:4]3[CH:5]=[CH:6][CH:7]=[C:2]([Cl:1])[C:3]=3[O:12][CH3:13])[O:11][N:35]=2)[C:19]1=[O:37])[CH2:15][CH2:16][CH3:17]. (6) Given the reactants FC(F)(F)S(O[C:7]1[CH2:12][CH2:11][CH:10]([CH2:13][C:14]([O:16][CH2:17][CH3:18])=[O:15])[CH2:9][CH:8]=1)(=O)=O.[N:21]1[C:30]2[C:25](=[CH:26][CH:27]=[CH:28][CH:29]=2)[C:24](B(O)O)=[CH:23][CH:22]=1, predict the reaction product. The product is: [N:21]1[C:30]2[C:25](=[CH:26][CH:27]=[CH:28][CH:29]=2)[C:24]([CH:7]2[CH2:12][CH2:11][CH:10]([CH2:13][C:14]([O:16][CH2:17][CH3:18])=[O:15])[CH2:9][CH2:8]2)=[CH:23][CH:22]=1. (7) Given the reactants [N:1]1[CH:6]=[CH:5][CH:4]=[C:3]([NH:7][C:8](=[O:12])[O:9][CH2:10][CH3:11])[CH:2]=1.C(O)(=O)C.[H][H].[OH-].[Na+], predict the reaction product. The product is: [NH:1]1[CH2:6][CH2:5][CH2:4][CH:3]([NH:7][C:8](=[O:12])[O:9][CH2:10][CH3:11])[CH2:2]1.